This data is from Catalyst prediction with 721,799 reactions and 888 catalyst types from USPTO. The task is: Predict which catalyst facilitates the given reaction. (1) Reactant: [NH2:1][C:2]1[CH:3]=[C:4]([F:31])[CH:5]=[C:6]2[C:10]=1[NH:9][C:8]([C:11]([NH2:13])=[O:12])=[C:7]2[S:14]([N:17]1[CH2:22][CH2:21][O:20][C@H:19]([CH2:23][O:24][C:25]2[CH:30]=[CH:29][CH:28]=[CH:27][CH:26]=2)[CH2:18]1)(=[O:16])=[O:15].NC1C=C(Cl)C=C2C=1NC(C(N)=O)=C2S(N1CCO[C@H](COC2C=CC=CC=2)C1)(=O)=O.[N+](C1C=C(F)C=CC=1N)([O-])=O.O=[C:75]1[CH2:80][CH2:79][N:78]([C:81]([O:83][CH2:84][CH3:85])=[O:82])[CH2:77][CH2:76]1.CCN(C(C)C)C(C)C.C(O[BH-](OC(=O)C)OC(=O)C)(=O)C.[Na+]. Product: [C:11]([C:8]1[NH:9][C:10]2[C:6]([C:7]=1[S:14]([N:17]1[CH2:22][CH2:21][O:20][C@H:19]([CH2:23][O:24][C:25]3[CH:26]=[CH:27][CH:28]=[CH:29][CH:30]=3)[CH2:18]1)(=[O:16])=[O:15])=[CH:5][C:4]([F:31])=[CH:3][C:2]=2[NH:1][CH:75]1[CH2:80][CH2:79][N:78]([C:81]([O:83][CH2:84][CH3:85])=[O:82])[CH2:77][CH2:76]1)(=[O:12])[NH2:13]. The catalyst class is: 166. (2) Reactant: [CH3:1][N:2]1[CH:6]=[C:5]([C:7]2[CH:8]=[CH:9][C:10]3[CH:15]=[N:14][C:13](SC)=[N:12][C:11]=3[N:18]=2)[CH:4]=[N:3]1.C(Cl)[Cl:20]. Product: [Cl:20][C:13]1[N:14]=[CH:15][C:10]2[CH:9]=[CH:8][C:7]([C:5]3[CH:4]=[N:3][N:2]([CH3:1])[CH:6]=3)=[N:18][C:11]=2[N:12]=1. The catalyst class is: 10. (3) Reactant: [Cl:1][C:2]1[N:7]=[N:6][C:5]([NH:8][C:9](=[O:16])OCC(Cl)(Cl)Cl)=[CH:4][C:3]=1[CH:17]([CH3:19])[CH3:18].Cl.Cl.[F:22][C:23]1[C:28]([F:29])=[CH:27][CH:26]=[CH:25][C:24]=1[C:30]1[N:35]=[C:34]([N:36]2[CH2:41][CH2:40][NH:39][CH2:38][CH2:37]2)[CH:33]=[CH:32][N:31]=1. Product: [Cl:1][C:2]1[N:7]=[N:6][C:5]([NH:8][C:9]([N:39]2[CH2:40][CH2:41][N:36]([C:34]3[CH:33]=[CH:32][N:31]=[C:30]([C:24]4[CH:25]=[CH:26][CH:27]=[C:28]([F:29])[C:23]=4[F:22])[N:35]=3)[CH2:37][CH2:38]2)=[O:16])=[CH:4][C:3]=1[CH:17]([CH3:18])[CH3:19]. The catalyst class is: 13. (4) Reactant: [Cl:1][C:2]1[C:3]([N:12]2[CH2:17][CH2:16][CH:15]([NH:18][C:19]3[C:20](=O)[N:21]([CH:32]([CH3:34])[CH3:33])[S:22](=[O:31])(=[O:30])[C:23]=3[C:24]3[CH:29]=[CH:28][CH:27]=[CH:26][CH:25]=3)[CH2:14][CH2:13]2)=[N:4][CH:5]=[C:6]([C:8]([F:11])([F:10])[F:9])[CH:7]=1.COC1C=CC(P2(=S)SP(=S)(C3C=CC(OC)=CC=3)[S:45]2)=CC=1. Product: [Cl:1][C:2]1[C:3]([N:12]2[CH2:17][CH2:16][CH:15]([NH:18][C:19]3[C:20](=[S:45])[N:21]([CH:32]([CH3:34])[CH3:33])[S:22](=[O:31])(=[O:30])[C:23]=3[C:24]3[CH:29]=[CH:28][CH:27]=[CH:26][CH:25]=3)[CH2:14][CH2:13]2)=[N:4][CH:5]=[C:6]([C:8]([F:11])([F:10])[F:9])[CH:7]=1. The catalyst class is: 11. (5) Reactant: C(N(CC)CC)C.[NH2:8][C:9]1[CH:14]=[CH:13][C:12]([CH2:15][CH2:16][OH:17])=[CH:11][CH:10]=1.[C:18](O[C:18]([O:20][C:21]([CH3:24])([CH3:23])[CH3:22])=[O:19])([O:20][C:21]([CH3:24])([CH3:23])[CH3:22])=[O:19]. Product: [C:21]([O:20][C:18](=[O:19])[NH:8][C:9]1[CH:14]=[CH:13][C:12]([CH2:15][CH2:16][OH:17])=[CH:11][CH:10]=1)([CH3:24])([CH3:23])[CH3:22]. The catalyst class is: 12. (6) Reactant: [Cl:1][C:2]1[CH:7]=[CH:6][C:5]([N:8]2[C:13](=[O:14])[C:12]3[CH:15]=[N:16][N:17]([C:18]4[CH:19]=[C:20]([NH:24][S:25]([CH3:28])(=[O:27])=[O:26])[CH:21]=[CH:22][CH:23]=4)[C:11]=3[N:10]=[C:9]2[C:29]2[CH:34]=[CH:33][C:32](B3OC(C)(C)C(C)(C)O3)=[CH:31][CH:30]=2)=[CH:4][CH:3]=1.[NH2:44][C:45]1[CH:46]=[CH:47][C:48](Br)=[N:49][CH:50]=1.C(=O)([O-])[O-].[Cs+].[Cs+]. Product: [NH2:44][C:45]1[CH:46]=[CH:47][C:48]([C:32]2[CH:31]=[CH:30][C:29]([C:9]3[N:8]([C:5]4[CH:6]=[CH:7][C:2]([Cl:1])=[CH:3][CH:4]=4)[C:13](=[O:14])[C:12]4[CH:15]=[N:16][N:17]([C:18]5[CH:19]=[C:20]([NH:24][S:25]([CH3:28])(=[O:26])=[O:27])[CH:21]=[CH:22][CH:23]=5)[C:11]=4[N:10]=3)=[CH:34][CH:33]=2)=[N:49][CH:50]=1. The catalyst class is: 423. (7) Reactant: [I:1][C:2]1[CH:3]=[CH:4][C:5]2[N:6]([CH:8]=[C:9]([NH2:11])[N:10]=2)[N:7]=1.[CH3:12][O:13][CH2:14][C:15](Cl)=[O:16]. Product: [I:1][C:2]1[CH:3]=[CH:4][C:5]2[N:6]([CH:8]=[C:9]([NH:11][C:15](=[O:16])[CH2:14][O:13][CH3:12])[N:10]=2)[N:7]=1. The catalyst class is: 80. (8) Reactant: C[O:2][C:3](=[O:24])[C@H:4]([CH3:23])[N:5]([S:13]([C:16]1[CH:21]=[CH:20][CH:19]=[C:18]([NH2:22])[CH:17]=1)(=[O:15])=[O:14])[C:6]1[CH:11]=[CH:10][CH:9]=[CH:8][C:7]=1[OH:12].[OH-].[Na+].O.Cl. Product: [NH2:22][C:18]1[CH:17]=[C:16]([S:13]([N:5]([C:6]2[CH:11]=[CH:10][CH:9]=[CH:8][C:7]=2[OH:12])[C@H:4]([C:3]([OH:24])=[O:2])[CH3:23])(=[O:15])=[O:14])[CH:21]=[CH:20][CH:19]=1. The catalyst class is: 5. (9) Reactant: [CH2:1]([C:5]1[N:6]=[C:7]2[C:15]3[C:10](=[CH:11][CH:12]=[CH:13][CH:14]=3)[CH2:9][N:8]2[C:16](=[O:18])[CH:17]=1)[CH:2]([CH3:4])[CH3:3].[I:19]N1C(=O)CCC1=O.C(Cl)Cl. Product: [I:19][C:17]1[C:16](=[O:18])[N:8]2[CH2:9][C:10]3[C:15]([C:7]2=[N:6][C:5]=1[CH2:1][CH:2]([CH3:4])[CH3:3])=[CH:14][CH:13]=[CH:12][CH:11]=3. The catalyst class is: 23.